From a dataset of Reaction yield outcomes from USPTO patents with 853,638 reactions. Predict the reaction yield, written as a fraction of the theoretical maximum amount of product (1.0 means a 100% yield; for example, 0.34 means a 34% yield). The reactants are [CH3:1][O:2][C:3]1[CH:4]=[C:5]2[C:10](=[CH:11][C:12]=1[O:13][CH3:14])[N:9]=[CH:8][CH:7]=[C:6]2[O:15][C:16]1[C:22]([CH3:23])=[CH:21][C:19]([NH2:20])=[C:18]([CH3:24])[CH:17]=1.[C:25]1(C)C=C[CH:28]=[CH:27][CH:26]=1.ClC(Cl)([O:35][C:36](=O)[O:37]C(Cl)(Cl)Cl)Cl.C(=O)(O)[O-].[Na+]. The catalyst is C(Cl)Cl.C(O)CCC.C(N(CC)CC)C. The product is [CH3:1][O:2][C:3]1[CH:4]=[C:5]2[C:10](=[CH:11][C:12]=1[O:13][CH3:14])[N:9]=[CH:8][CH:7]=[C:6]2[O:15][C:16]1[C:22]([CH3:23])=[CH:21][C:19]([NH:20][C:36](=[O:35])[O:37][CH2:28][CH2:27][CH2:26][CH3:25])=[C:18]([CH3:24])[CH:17]=1. The yield is 0.940.